Dataset: Catalyst prediction with 721,799 reactions and 888 catalyst types from USPTO. Task: Predict which catalyst facilitates the given reaction. (1) Reactant: [Cl:1][C:2]1[C:11]([C:12]2[N:13]([C:24]([O:26][C:27]([CH3:30])([CH3:29])[CH3:28])=[O:25])[C:14]3[C:19]([CH:20]=2)=[CH:18][C:17]([CH:21]([OH:23])[CH3:22])=[CH:16][CH:15]=3)=[CH:10][C:9]2[C:4](=[CH:5][CH:6]=[CH:7][CH:8]=2)[N:3]=1. Product: [C:21]([C:17]1[CH:18]=[C:19]2[C:14](=[CH:15][CH:16]=1)[N:13]([C:24]([O:26][C:27]([CH3:30])([CH3:29])[CH3:28])=[O:25])[C:12]([C:11]1[C:2]([Cl:1])=[N:3][C:4]3[C:9]([CH:10]=1)=[CH:8][CH:7]=[CH:6][CH:5]=3)=[CH:20]2)(=[O:23])[CH3:22]. The catalyst class is: 704. (2) Reactant: [NH2:1][C:2]1[N:3]([CH3:32])[C:4](=[O:31])[C:5]([CH3:30])([CH3:29])[C@:6]([C:9]2[CH:10]=[C:11]([NH:16][C:17]3[CH:26]=[CH:25][C:20]([C:21]([O:23]C)=[O:22])=[CH:19][C:18]=3[O:27][CH3:28])[CH:12]=[CH:13][C:14]=2[F:15])([CH3:8])[N:7]=1.[Li+].[OH-]. Product: [NH2:1][C:2]1[N:3]([CH3:32])[C:4](=[O:31])[C:5]([CH3:29])([CH3:30])[C@:6]([C:9]2[CH:10]=[C:11]([NH:16][C:17]3[CH:26]=[CH:25][C:20]([C:21]([OH:23])=[O:22])=[CH:19][C:18]=3[O:27][CH3:28])[CH:12]=[CH:13][C:14]=2[F:15])([CH3:8])[N:7]=1. The catalyst class is: 87. (3) Reactant: [NH2:1][CH2:2][CH2:3][NH:4][C:5](=[O:15])[C:6]1[C:11]([Cl:12])=[CH:10][C:9]([Cl:13])=[N:8][C:7]=1Cl.[F-].[Cs+].C(N(CC)CC)C. Product: [Cl:12][C:11]1[C:6]2[C:5](=[O:15])[NH:4][CH2:3][CH2:2][NH:1][C:7]=2[N:8]=[C:9]([Cl:13])[CH:10]=1. The catalyst class is: 9. (4) Reactant: [N:1]1([C:7]2[N:12]3[N:13]=[C:14]([C:16]4[CH:21]=[CH:20][CH:19]=[CH:18][CH:17]=4)[CH:15]=[C:11]3[N:10]=[C:9]([NH:22][NH2:23])[CH:8]=2)[CH2:6][CH2:5][O:4][CH2:3][CH2:2]1.[CH:24]([C:26]1[CH:34]=[CH:33][CH:32]=[C:31]2[C:27]=1[CH:28]=[CH:29][NH:30]2)=O.C(O)(=O)C. The catalyst class is: 8. Product: [NH:30]1[C:31]2[C:27](=[C:26]([CH:24]=[N:23][NH:22][C:9]3[CH:8]=[C:7]([N:1]4[CH2:6][CH2:5][O:4][CH2:3][CH2:2]4)[N:12]4[N:13]=[C:14]([C:16]5[CH:21]=[CH:20][CH:19]=[CH:18][CH:17]=5)[CH:15]=[C:11]4[N:10]=3)[CH:34]=[CH:33][CH:32]=2)[CH:28]=[CH:29]1.